This data is from Forward reaction prediction with 1.9M reactions from USPTO patents (1976-2016). The task is: Predict the product of the given reaction. (1) Given the reactants Br[C:2]1[N:7]=[C:6]([C:8]2[NH:12][N:11]=[C:10]([C:13]3[S:14][CH:15]=[CH:16][CH:17]=3)[C:9]=2[CH2:18][CH2:19][NH:20][S:21]([C:24]2[CH:29]=[CH:28][C:27]([CH2:30][CH2:31][CH2:32][CH2:33][CH3:34])=[CH:26][CH:25]=2)(=[O:23])=[O:22])[CH:5]=[CH:4][CH:3]=1.[CH3:35][NH:36][CH3:37], predict the reaction product. The product is: [CH3:35][N:36]([CH3:37])[C:2]1[N:7]=[C:6]([C:8]2[NH:12][N:11]=[C:10]([C:13]3[S:14][CH:15]=[CH:16][CH:17]=3)[C:9]=2[CH2:18][CH2:19][NH:20][S:21]([C:24]2[CH:29]=[CH:28][C:27]([CH2:30][CH2:31][CH2:32][CH2:33][CH3:34])=[CH:26][CH:25]=2)(=[O:23])=[O:22])[CH:5]=[CH:4][CH:3]=1. (2) Given the reactants [Cl:1][C:2]1[CH:9]=[CH:8][C:5]([C:6]#[N:7])=[C:4]([C:10]2[C:15]([O:16][CH3:17])=[CH:14][NH:13][C:12](=[O:18])[CH:11]=2)[CH:3]=1.[H-].[Na+].[CH:21]1([CH2:25][CH:26](OS(C(F)(F)F)(=O)=O)[C:27]([O:29][CH2:30][CH3:31])=[O:28])[CH2:24][CH2:23][CH2:22]1, predict the reaction product. The product is: [Cl:1][C:2]1[CH:9]=[CH:8][C:5]([C:6]#[N:7])=[C:4]([C:10]2[C:15]([O:16][CH3:17])=[CH:14][N:13]([CH:26]([CH2:25][CH:21]3[CH2:22][CH2:23][CH2:24]3)[C:27]([O:29][CH2:30][CH3:31])=[O:28])[C:12](=[O:18])[CH:11]=2)[CH:3]=1. (3) Given the reactants [C:1]([C:3]1[NH:7][C:6]([C:8]2[CH:13]=[CH:12][C:11]([NH:14][S:15]([CH2:18][CH3:19])(=[O:17])=[O:16])=[CH:10][CH:9]=2)=[CH:5][CH:4]=1)#[N:2].[CH3:20][C:21](C)([O-])[CH3:22].[K+].C(Br)C#C, predict the reaction product. The product is: [C:1]([C:3]1[N:7]([CH2:22][C:21]#[CH:20])[C:6]([C:8]2[CH:9]=[CH:10][C:11]([NH:14][S:15]([CH2:18][CH3:19])(=[O:17])=[O:16])=[CH:12][CH:13]=2)=[CH:5][CH:4]=1)#[N:2]. (4) Given the reactants Cl[C:2]1[N:7]2[N:8]=[C:9]([CH3:11])[CH:10]=[C:6]2[N:5]=[C:4]([NH:12][C:13]([CH:15]2[CH2:17][CH:16]2[C:18]2[CH:23]=[CH:22][CH:21]=[CH:20][CH:19]=2)=[O:14])[CH:3]=1.[CH3:24][O:25][C:26]1[CH:31]=[CH:30][C:29](B(O)O)=[CH:28][CH:27]=1.O1CCOCC1, predict the reaction product. The product is: [CH3:24][O:25][C:26]1[CH:31]=[CH:30][C:29]([C:2]2[N:7]3[N:8]=[C:9]([CH3:11])[CH:10]=[C:6]3[N:5]=[C:4]([NH:12][C:13]([CH:15]3[CH2:17][CH:16]3[C:18]3[CH:23]=[CH:22][CH:21]=[CH:20][CH:19]=3)=[O:14])[CH:3]=2)=[CH:28][CH:27]=1. (5) Given the reactants [CH3:1][O:2][C:3](/[CH:5]=[CH:6]/[C:7]([O:9][CH2:10][C:11]([OH:13])=O)=[O:8])=[O:4].C(Cl)(=O)C(Cl)=O.[CH2:20]([O:22][C:23](=[O:33])[CH2:24][NH:25][CH2:26][C:27]1[CH:32]=[CH:31][CH:30]=[CH:29][CH:28]=1)[CH3:21].C(N(C(C)C)CC)(C)C, predict the reaction product. The product is: [C:7]([O:9][CH2:10][C:11](=[O:13])[N:25]([CH2:24][C:23]([O:22][CH2:20][CH3:21])=[O:33])[CH2:26][C:27]1[CH:32]=[CH:31][CH:30]=[CH:29][CH:28]=1)(=[O:8])/[CH:6]=[CH:5]/[C:3]([O:2][CH3:1])=[O:4]. (6) Given the reactants C(C1C=C(C)C=C(C(C)(C)C)C=1O)(C)(C)C.CN(CCCN1CN(CCCN(C)C)CN(CCCN(C)C)C1)C.[CH3:41][S:42][C:43]1[CH:48]=[CH:47][C:46]([N:49]=[C:50]=[O:51])=[CH:45][CH:44]=1.[C:52]([O:56][CH2:57][CH2:58][OH:59])(=[O:55])[CH:53]=[CH2:54].[N-]=C=O, predict the reaction product. The product is: [C:52]([O:56][CH2:57][CH2:58][O:59][C:50](=[O:51])[NH:49][C:46]1[CH:47]=[CH:48][C:43]([S:42][CH3:41])=[CH:44][CH:45]=1)(=[O:55])[CH:53]=[CH2:54]. (7) Given the reactants Cl.C([O:10][CH2:11][CH2:12][O:13][CH2:14][CH2:15][N:16]1[C:24]2[C:23]([NH:25][C:26]3[CH:41]=[CH:40][C:29]([O:30][C:31]4[CH:32]=[C:33]([CH:37]=[CH:38][CH:39]=4)[C:34](O)=[O:35])=[C:28]([Cl:42])[CH:27]=3)=[N:22][CH:21]=[N:20][C:19]=2[CH:18]=[CH:17]1)(=O)C1C=CC=CC=1.[F:43][C:44]([F:48])([F:47])[CH2:45][NH2:46].Cl.C(N=C=NCCCN(C)C)C.ON1C2C=CC=CC=2N=N1.[OH-].[Na+], predict the reaction product. The product is: [Cl:42][C:28]1[CH:27]=[C:26]([NH:25][C:23]2[C:24]3[N:16]([CH2:15][CH2:14][O:13][CH2:12][CH2:11][OH:10])[CH:17]=[CH:18][C:19]=3[N:20]=[CH:21][N:22]=2)[CH:41]=[CH:40][C:29]=1[O:30][C:31]1[CH:32]=[C:33]([CH:37]=[CH:38][CH:39]=1)[C:34]([NH:46][CH2:45][C:44]([F:48])([F:47])[F:43])=[O:35]. (8) Given the reactants Br.[CH2:2]([O:4][C:5](=[O:34])[C:6]1[CH:11]=[CH:10][CH:9]=[C:8]([O:12][CH2:13][CH2:14][CH2:15][N:16]2[C:20]3[CH:21]=[CH:22][CH:23]=[CH:24][C:19]=3[N:18]([CH2:25][C:26]3[CH:31]=[CH:30][CH:29]=[C:28]([Br:32])[CH:27]=3)[C:17]2=[NH:33])[CH:7]=1)[CH3:3].[OH-].[Na+].[C:37](O[C:37]([O:39][C:40]([CH3:43])([CH3:42])[CH3:41])=[O:38])([O:39][C:40]([CH3:43])([CH3:42])[CH3:41])=[O:38], predict the reaction product. The product is: [CH2:2]([O:4][C:5](=[O:34])[C:6]1[CH:11]=[CH:10][CH:9]=[C:8]([O:12][CH2:13][CH2:14][CH2:15][N:16]2[C:20]3[CH:21]=[CH:22][CH:23]=[CH:24][C:19]=3[N:18]([CH2:25][C:26]3[CH:31]=[CH:30][CH:29]=[C:28]([Br:32])[CH:27]=3)[C:17]2=[N:33][C:37]([O:39][C:40]([CH3:43])([CH3:42])[CH3:41])=[O:38])[CH:7]=1)[CH3:3]. (9) Given the reactants Br[C:2]1[CH:3]=[C:4]2[NH:10][N:9]=[CH:8][C:5]2=[N:6][CH:7]=1.C(N(CC)CC)C.C1(P(C2C=CC=CC=2)C2C=CC3C(=CC=CC=3)C=2C2C3C(=CC=CC=3)C=CC=2P(C2C=CC=CC=2)C2C=CC=CC=2)C=CC=CC=1.[C]=O.[C:66]([O:69][CH2:70]C)(=[O:68])C, predict the reaction product. The product is: [NH:10]1[C:4]2[C:5](=[N:6][CH:7]=[C:2]([C:66]([O:69][CH3:70])=[O:68])[CH:3]=2)[CH:8]=[N:9]1. (10) Given the reactants [NH2:1][C:2]1[S:3][CH:4]=[C:5]([CH3:12])[C:6]=1[C:7](OCC)=[O:8].Cl.Cl[C:15]([NH2:17])=[NH:16].CS(C)(=O)=O.N, predict the reaction product. The product is: [NH2:17][C:15]1[NH:1][C:2]2[S:3][CH:4]=[C:5]([CH3:12])[C:6]=2[C:7](=[O:8])[N:16]=1.